Task: Predict the reactants needed to synthesize the given product.. Dataset: Full USPTO retrosynthesis dataset with 1.9M reactions from patents (1976-2016) Given the product [C:1]([O:5][C:6]([N:8]1[CH2:12][C@H:11]([O:13][S:33]([C:30]2[CH:31]=[CH:32][C:27]([CH3:37])=[CH:28][CH:29]=2)(=[O:35])=[O:34])[CH2:10][C@H:9]1[C:14]([O:16][C:17]([CH3:20])([CH3:19])[CH3:18])=[O:15])=[O:7])([CH3:4])([CH3:3])[CH3:2], predict the reactants needed to synthesize it. The reactants are: [C:1]([O:5][C:6]([N:8]1[CH2:12][C@H:11]([OH:13])[CH2:10][C@H:9]1[C:14]([O:16][C:17]([CH3:20])([CH3:19])[CH3:18])=[O:15])=[O:7])([CH3:4])([CH3:3])[CH3:2].N1C=CC=CC=1.[C:27]1([CH3:37])[CH:32]=[CH:31][C:30]([S:33](Cl)(=[O:35])=[O:34])=[CH:29][CH:28]=1.